Dataset: TCR-epitope binding with 47,182 pairs between 192 epitopes and 23,139 TCRs. Task: Binary Classification. Given a T-cell receptor sequence (or CDR3 region) and an epitope sequence, predict whether binding occurs between them. (1) The epitope is YVLDHLIVV. The TCR CDR3 sequence is CASRALLGSGETQYF. Result: 1 (the TCR binds to the epitope). (2) The epitope is TEILPVSMTK. The TCR CDR3 sequence is CSTTRDWSYNEQFF. Result: 0 (the TCR does not bind to the epitope). (3) Result: 1 (the TCR binds to the epitope). The epitope is FLNRFTTTL. The TCR CDR3 sequence is CASSQVGANEKLFF. (4) The epitope is ELAGIGILTV. The TCR CDR3 sequence is CSATDREYEQYF. Result: 1 (the TCR binds to the epitope). (5) The epitope is LLLGIGILV. The TCR CDR3 sequence is CASSFWDSGELFF. Result: 0 (the TCR does not bind to the epitope). (6) The epitope is CLGGLLTMV. The TCR CDR3 sequence is CSVEGTSGGFSYNEQFF. Result: 0 (the TCR does not bind to the epitope). (7) The epitope is IVTDFSVIK. The TCR CDR3 sequence is CASSFTGARTDTQYF. Result: 1 (the TCR binds to the epitope). (8) The epitope is YEGNSPFHPL. The TCR CDR3 sequence is CASSLLSGSSNEQFF. Result: 0 (the TCR does not bind to the epitope).